This data is from Full USPTO retrosynthesis dataset with 1.9M reactions from patents (1976-2016). The task is: Predict the reactants needed to synthesize the given product. (1) The reactants are: C(O[BH-](OC(=O)C)OC(=O)C)(=O)C.[Na+].[Cl:15][C:16]1[CH:17]=[C:18]([C:23]2[N:24]=[C:25]([C:28]3[CH:29]=[CH:30][C:31]([N:34]4[CH2:39][CH2:38][NH:37][CH2:36][CH2:35]4)=[N:32][CH:33]=3)[NH:26][CH:27]=2)[CH:19]=[CH:20][C:21]=1[Cl:22].C(O)(=O)C.[CH:44](=O)[CH:45]([CH3:47])[CH3:46]. Given the product [Cl:15][C:16]1[CH:17]=[C:18]([C:23]2[NH:24][C:25]([C:28]3[CH:29]=[CH:30][C:31]([N:34]4[CH2:39][CH2:38][N:37]([CH2:44][CH:45]([CH3:47])[CH3:46])[CH2:36][CH2:35]4)=[N:32][CH:33]=3)=[N:26][CH:27]=2)[CH:19]=[CH:20][C:21]=1[Cl:22], predict the reactants needed to synthesize it. (2) Given the product [NH2:8][C:9]1[CH:14]=[CH:13][CH:12]=[CH:11][C:10]=1[NH:15][C:16](=[O:29])[C:17]1[CH:22]=[CH:21][C:20]([C:23]2[CH:24]=[CH:25][N:26]=[CH:27][CH:28]=2)=[CH:19][CH:18]=1.[ClH:30], predict the reactants needed to synthesize it. The reactants are: C(OC([NH:8][C:9]1[CH:14]=[CH:13][CH:12]=[CH:11][C:10]=1[NH:15][C:16](=[O:29])[C:17]1[CH:22]=[CH:21][C:20]([C:23]2[CH:28]=[CH:27][N:26]=[CH:25][CH:24]=2)=[CH:19][CH:18]=1)=O)(C)(C)C.[ClH:30]. (3) Given the product [NH2:1][C:2]1[N:3]=[CH:4][C:5]2[CH2:11][N:10]([C:12]3[C:13](=[O:26])[N:14]([C:19]4[CH:20]=[CH:21][C:22]([NH:25][C:33]([C:32]5[N:28]([CH3:27])[N:29]=[C:30]([CH3:36])[CH:31]=5)=[O:34])=[CH:23][CH:24]=4)[CH:15]=[CH:16][C:17]=3[CH3:18])[CH2:9][CH2:8][C:6]=2[N:7]=1, predict the reactants needed to synthesize it. The reactants are: [NH2:1][C:2]1[N:3]=[CH:4][C:5]2[CH2:11][N:10]([C:12]3[C:13](=[O:26])[N:14]([C:19]4[CH:24]=[CH:23][C:22]([NH2:25])=[CH:21][CH:20]=4)[CH:15]=[CH:16][C:17]=3[CH3:18])[CH2:9][CH2:8][C:6]=2[N:7]=1.[CH3:27][N:28]1[C:32]([C:33](Cl)=[O:34])=[CH:31][C:30]([CH3:36])=[N:29]1. (4) Given the product [Cl:1][C:2]1[CH:3]=[C:4]([CH:7]=[C:8]([O:10][CH2:19][CH2:18][F:17])[CH:9]=1)[CH:5]=[O:6], predict the reactants needed to synthesize it. The reactants are: [Cl:1][C:2]1[CH:3]=[C:4]([CH:7]=[C:8]([OH:10])[CH:9]=1)[CH:5]=[O:6].C(=O)([O-])[O-].[K+].[K+].[F:17][CH2:18][CH2:19]CS([O-])(=O)=O. (5) Given the product [CH3:4][C:2]([C:5]1[CH:6]=[C:7]([S:16][C:17]([S:20][C:21]2[CH:22]=[C:23]([C:32]([CH3:35])([CH3:34])[CH3:33])[C:24]([O:31][CH2:37][CH2:38][CH2:39][C:40]([O:42][CH3:43])=[O:41])=[C:25]([C:27]([CH3:30])([CH3:29])[CH3:28])[CH:26]=2)([CH3:18])[CH3:19])[CH:8]=[C:9]([C:12]([CH3:13])([CH3:14])[CH3:15])[C:10]=1[OH:11])([CH3:1])[CH3:3], predict the reactants needed to synthesize it. The reactants are: [CH3:1][C:2]([C:5]1[CH:6]=[C:7]([S:16][C:17]([S:20][C:21]2[CH:26]=[C:25]([C:27]([CH3:30])([CH3:29])[CH3:28])[C:24]([OH:31])=[C:23]([C:32]([CH3:35])([CH3:34])[CH3:33])[CH:22]=2)([CH3:19])[CH3:18])[CH:8]=[C:9]([C:12]([CH3:15])([CH3:14])[CH3:13])[C:10]=1[OH:11])([CH3:4])[CH3:3].Cl[CH2:37][CH2:38][CH2:39][C:40]([O:42][CH3:43])=[O:41].[F-].[K+]. (6) Given the product [NH2:1][C:2]1[C:10]([N+:11]([O-:13])=[O:12])=[CH:9][CH:8]=[CH:7][C:3]=1[C:4]([NH2:14])=[O:5], predict the reactants needed to synthesize it. The reactants are: [NH2:1][C:2]1[C:10]([N+:11]([O-:13])=[O:12])=[CH:9][CH:8]=[CH:7][C:3]=1[C:4](O)=[O:5].[NH3:14]. (7) Given the product [CH3:20][C:18]1[CH:17]=[N:16][C:13]2[NH:14][C:15]3[C:11]([C:12]=2[CH:19]=1)=[CH:10][CH:9]=[CH:8][C:7]=3[C:29]1[CH:34]=[CH:33][CH:32]=[CH:31][CH:30]=1, predict the reactants needed to synthesize it. The reactants are: FC(F)(F)S(O[C:7]1[CH:8]=[CH:9][CH:10]=[C:11]2[C:15]=1[NH:14][C:13]1[N:16]=[CH:17][C:18]([CH3:20])=[CH:19][C:12]2=1)(=O)=O.C(=O)([O-])[O-].[Na+].[Na+].[C:29]1(B(O)O)[CH:34]=[CH:33][CH:32]=[CH:31][CH:30]=1.CN(C)C(=O)C. (8) Given the product [Cl:34][C:33]1[N:32]([C:35]2[CH:40]=[CH:39][CH:38]=[CH:37][CH:36]=2)[N:31]=[C:30]([C:41]([F:44])([F:43])[F:42])[C:29]=1[CH2:4][S:5][C:8]1[CH2:12][C:11]([CH3:14])([CH3:13])[O:10][N:9]=1, predict the reactants needed to synthesize it. The reactants are: O.[SH-].[Na+].[CH3:4][S:5]([C:8]1[CH2:12][C:11]([CH3:14])([CH3:13])[O:10][N:9]=1)(=O)=O.C(=O)([O-])[O-].[K+].[K+].C(S([O-])=O)O.[Na+].BrC[C:29]1[C:30]([C:41]([F:44])([F:43])[F:42])=[N:31][N:32]([C:35]2[CH:40]=[CH:39][CH:38]=[CH:37][CH:36]=2)[C:33]=1[Cl:34]. (9) The reactants are: Cl[C:2]([O:4][CH:5]([CH3:7])[CH3:6])=[O:3].N1C=CC=CC=1.[CH2:14]([OH:17])[CH2:15][OH:16]. Given the product [C:2](=[O:3])([O:4][CH:5]([CH3:7])[CH3:6])[O:16][CH2:15][CH2:14][OH:17], predict the reactants needed to synthesize it. (10) Given the product [CH3:29][O:28][C:26](=[O:27])[C:25]1[CH:30]=[CH:31][C:22]([CH2:21][N:11]([C@@H:12]2[CH2:16][CH2:15][CH2:14][C@@H:13]2[C:17](=[O:18])[NH2:19])[S:8]([C:5]2[CH:6]=[CH:7][C:2]([Cl:1])=[CH:3][CH:4]=2)(=[O:9])=[O:10])=[CH:23][CH:24]=1, predict the reactants needed to synthesize it. The reactants are: [Cl:1][C:2]1[CH:7]=[CH:6][C:5]([S:8]([NH:11][C@H:12]2[CH2:16][CH2:15][CH2:14][C@H:13]2[C:17]([NH2:19])=[O:18])(=[O:10])=[O:9])=[CH:4][CH:3]=1.Br[CH2:21][C:22]1[CH:31]=[CH:30][C:25]([C:26]([O:28][CH3:29])=[O:27])=[CH:24][CH:23]=1.